This data is from Catalyst prediction with 721,799 reactions and 888 catalyst types from USPTO. The task is: Predict which catalyst facilitates the given reaction. (1) Reactant: C(OC(=O)[NH:7][CH:8]1[CH2:13][CH2:12][CH:11]([NH:14][C:15]2[N:20]=[C:19]3[NH:21][N:22]=[C:23]([C:24]4[CH:29]=[CH:28][N:27]=[C:26]([NH:30][CH2:31][C:32]5[CH:37]=[CH:36][CH:35]=[C:34]([F:38])[CH:33]=5)[N:25]=4)[C:18]3=[CH:17][N:16]=2)[CH2:10][CH2:9]1)(C)(C)C.Cl. Product: [F:38][C:34]1[CH:33]=[C:32]([CH:37]=[CH:36][CH:35]=1)[CH2:31][NH:30][C:26]1[N:25]=[C:24]([C:23]2[C:18]3[C:19](=[N:20][C:15]([NH:14][CH:11]4[CH2:10][CH2:9][CH:8]([NH2:7])[CH2:13][CH2:12]4)=[N:16][CH:17]=3)[NH:21][N:22]=2)[CH:29]=[CH:28][N:27]=1. The catalyst class is: 14. (2) Reactant: Br[C:2]1[CH:3]=[C:4]2[C:10]([C:11]3[CH:12]=[N:13][N:14]([CH2:16][CH2:17][C:18]4[CH:23]=[CH:22][CH:21]=[C:20]([F:24])[CH:19]=4)[CH:15]=3)=[CH:9][N:8]([S:25]([C:28]3[CH:34]=[CH:33][C:31]([CH3:32])=[CH:30][CH:29]=3)(=[O:27])=[O:26])[C:5]2=[N:6][CH:7]=1.[CH3:35][O:36][C:37]1[CH:42]=[CH:41][C:40](B2OC(C)(C)C(C)(C)O2)=[CH:39][C:38]=1CS(N)(=O)=O.C(=O)([O-])[O-].[Na+].[Na+]. Product: [F:24][C:20]1[CH:19]=[C:18]([CH:23]=[CH:22][CH:21]=1)[CH2:17][CH2:16][N:14]1[CH:15]=[C:11]([C:10]2[C:4]3[C:5](=[N:6][CH:7]=[C:2]([C:40]4[CH:41]=[CH:42][C:37]([O:36][CH3:35])=[C:38]([NH:8][S:25]([CH3:28])(=[O:27])=[O:26])[CH:39]=4)[CH:3]=3)[N:8]([S:25]([C:28]3[CH:34]=[CH:33][C:31]([CH3:32])=[CH:30][CH:29]=3)(=[O:27])=[O:26])[CH:9]=2)[CH:12]=[N:13]1. The catalyst class is: 600. (3) The catalyst class is: 150. Reactant: [CH3:1][CH:2]([O:4][C:5]1[CH:6]=[C:7]([CH:19]=[CH:20][C:21]=1[N+:22]([O-])=O)[O:8][C:9]1[CH:14]=[CH:13][C:12]([S:15]([CH3:18])(=[O:17])=[O:16])=[CH:11][N:10]=1)[CH3:3].[Cl-].[Ca+2].[Cl-].C(O)C. Product: [CH3:3][CH:2]([O:4][C:5]1[CH:6]=[C:7]([O:8][C:9]2[CH:14]=[CH:13][C:12]([S:15]([CH3:18])(=[O:16])=[O:17])=[CH:11][N:10]=2)[CH:19]=[CH:20][C:21]=1[NH2:22])[CH3:1].